Task: Predict which catalyst facilitates the given reaction.. Dataset: Catalyst prediction with 721,799 reactions and 888 catalyst types from USPTO (1) Reactant: [Cl:1][C:2]1[CH:3]=[C:4]([CH:8]=[C:9]([N:11]2[CH2:16][CH2:15][O:14][CH2:13][CH2:12]2)[N:10]=1)[C:5](O)=[O:6].N1CCOCC1.ClC1C=C(CO)C=C(Cl)N=1. Product: [Cl:1][C:2]1[CH:3]=[C:4]([CH2:5][OH:6])[CH:8]=[C:9]([N:11]2[CH2:16][CH2:15][O:14][CH2:13][CH2:12]2)[N:10]=1. The catalyst class is: 12. (2) Reactant: [Si]([O:8][C@H:9]([C:41]1[CH:46]=[CH:45][CH:44]=[CH:43][CH:42]=1)[C@H:10]1[CH2:14][CH2:13][C@@H:12]([CH2:15][C:16]2[CH:21]=[CH:20][C:19]([C:22](=[O:33])[N:23]([CH3:32])[CH2:24][CH2:25][C:26]3[CH:31]=[CH:30][CH:29]=[CH:28][N:27]=3)=[CH:18][CH:17]=2)[N:11]1C(OC(C)(C)C)=O)(C(C)(C)C)(C)C.C(O)(C(F)(F)F)=O.O. Product: [OH:8][C@H:9]([C:41]1[CH:46]=[CH:45][CH:44]=[CH:43][CH:42]=1)[C@@H:10]1[NH:11][C@H:12]([CH2:15][C:16]2[CH:17]=[CH:18][C:19]([C:22]([N:23]([CH3:32])[CH2:24][CH2:25][C:26]3[CH:31]=[CH:30][CH:29]=[CH:28][N:27]=3)=[O:33])=[CH:20][CH:21]=2)[CH2:13][CH2:14]1. The catalyst class is: 10. (3) Reactant: [CH:1]([NH:4][S:5]([C:8]1[CH:13]=[CH:12][CH:11]=[CH:10][C:9]=1[N+:14]([O-])=O)(=[O:7])=[O:6])([CH3:3])[CH3:2].[H][H]. Product: [NH2:14][C:9]1[CH:10]=[CH:11][CH:12]=[CH:13][C:8]=1[S:5]([NH:4][CH:1]([CH3:3])[CH3:2])(=[O:7])=[O:6]. The catalyst class is: 19. (4) Reactant: [Br:1][C:2]1[CH:3]=[CH:4][C:5]([O:15][CH2:16][C:17]2[CH:22]=[CH:21][C:20]([O:23][CH3:24])=[CH:19][CH:18]=2)=[C:6]([C:8](=O)[CH2:9][CH2:10][C:11](=O)[CH3:12])[CH:7]=1.[CH2:25]([O:27][C:28](=[O:36])[C:29]1[CH:34]=[CH:33][CH:32]=[C:31]([NH2:35])[CH:30]=1)[CH3:26]. Product: [CH2:25]([O:27][C:28](=[O:36])[C:29]1[CH:34]=[CH:33][CH:32]=[C:31]([N:35]2[C:11]([CH3:12])=[CH:10][CH:9]=[C:8]2[C:6]2[CH:7]=[C:2]([Br:1])[CH:3]=[CH:4][C:5]=2[O:15][CH2:16][C:17]2[CH:22]=[CH:21][C:20]([O:23][CH3:24])=[CH:19][CH:18]=2)[CH:30]=1)[CH3:26]. The catalyst class is: 11. (5) Product: [C:1]([O:5][C:6]([N:8]1[CH2:13][CH2:12][C@H:11]([C:14]2[CH:15]=[C:16]([C:43]3[CH:38]=[CH:39][CH:40]=[CH:41][CH:42]=3)[CH:17]=[CH:18][C:19]=2[C:52]([O:51][CH2:50][CH3:47])=[O:54])[C@@H:10]([O:21][CH2:22][C:23]2[CH:32]=[CH:31][C:30]3[C:25](=[CH:26][CH:27]=[CH:28][CH:29]=3)[CH:24]=2)[CH2:9]1)=[O:7])([CH3:4])([CH3:3])[CH3:2]. Reactant: [C:1]([O:5][C:6]([N:8]1[CH2:13][CH2:12][C@H:11]([C:14]2[CH:19]=[CH:18][CH:17]=[C:16](Br)[CH:15]=2)[C@@H:10]([O:21][CH2:22][C:23]2[CH:32]=[CH:31][C:30]3[C:25](=[CH:26][CH:27]=[CH:28][CH:29]=3)[CH:24]=2)[CH2:9]1)=[O:7])([CH3:4])([CH3:3])[CH3:2].C(OC([C:38]1[CH:43]=[CH:42][C:41](B(O)O)=[CH:40][CH:39]=1)=O)C.[CH2:47]([CH2:50][O:51][CH3:52])OC.C([O-])([O-])=[O:54].[Na+].[Na+]. The catalyst class is: 690.